Predict the reactants needed to synthesize the given product. From a dataset of Full USPTO retrosynthesis dataset with 1.9M reactions from patents (1976-2016). (1) Given the product [F:30][C:5]1[O:6][C:2]([B:45]2[O:49][C:48]([CH3:51])([CH3:50])[C:47]([CH3:53])([CH3:52])[O:46]2)=[CH:3][CH:4]=1, predict the reactants needed to synthesize it. The reactants are: Br[C:2]1[O:6][C:5](C(O)=O)=[CH:4][CH:3]=1.[B-](F)(F)(F)F.[B-](F)(F)(F)F.C1[N+]2(CCl)CC[N+]([F:30])(CC2)C1.C([O-])(O)=O.[Na+].[Li]CCCC.C(O[B:45]1[O:49][C:48]([CH3:51])([CH3:50])[C:47]([CH3:53])([CH3:52])[O:46]1)(C)C. (2) Given the product [CH3:15][O:16][C:2]1[CH:3]=[C:4]([CH:8]=[C:9]([C:11]([F:14])([F:13])[F:12])[N:10]=1)[C:5]([OH:7])=[O:6], predict the reactants needed to synthesize it. The reactants are: Cl[C:2]1[CH:3]=[C:4]([CH:8]=[C:9]([C:11]([F:14])([F:13])[F:12])[N:10]=1)[C:5]([OH:7])=[O:6].[CH3:15][OH:16].C[O-].[Na+].Cl. (3) Given the product [Cl:1][C:2]1[C:3]([C:9]([NH:26][C:24]2[CH:23]=[CH:22][N:21]3[CH:27]=[C:18]([C:12]4[CH:17]=[CH:16][CH:15]=[CH:14][CH:13]=4)[N:19]=[C:20]3[N:25]=2)=[O:11])=[N:4][C:5]([CH3:8])=[N:6][CH:7]=1, predict the reactants needed to synthesize it. The reactants are: [Cl:1][C:2]1[C:3]([C:9]([OH:11])=O)=[N:4][C:5]([CH3:8])=[N:6][CH:7]=1.[C:12]1([C:18]2[N:19]=[C:20]3[N:25]=[C:24]([NH2:26])[CH:23]=[CH:22][N:21]3[CH:27]=2)[CH:17]=[CH:16][CH:15]=[CH:14][CH:13]=1.C(N(C(C)C)CC)(C)C.CCCP(=O)=O. (4) Given the product [CH2:13]([O:5][C:4](=[O:6])[C:3]1[CH:7]=[C:8]([F:12])[C:9]([Cl:11])=[N:10][C:2]=1[Cl:1])[CH3:14], predict the reactants needed to synthesize it. The reactants are: [Cl:1][C:2]1[N:10]=[C:9]([Cl:11])[C:8]([F:12])=[CH:7][C:3]=1[C:4]([OH:6])=[O:5].[C:13]1(C)C=CC=C[CH:14]=1.